This data is from Forward reaction prediction with 1.9M reactions from USPTO patents (1976-2016). The task is: Predict the product of the given reaction. (1) Given the reactants C([O:8][CH2:9][C:10]1[N:11]([CH2:19][C:20]([NH:22][C@H:23]([C:33]2[C:38]([C:39]3[CH:40]=[CH:41][C:42]([F:48])=[C:43]([CH:47]=3)[C:44]([NH2:46])=[O:45])=[CH:37][CH:36]=[CH:35][N:34]=2)[CH2:24][C:25]2[CH:30]=[C:29]([F:31])[CH:28]=[C:27]([F:32])[CH:26]=2)=[O:21])[CH:12]=[C:13]([C:15]([F:18])([F:17])[F:16])[N:14]=1)C1C=CC=CC=1, predict the reaction product. The product is: [F:31][C:29]1[CH:30]=[C:25]([CH2:24][C@@H:23]([C:33]2[C:38]([C:39]3[CH:40]=[CH:41][C:42]([F:48])=[C:43]([CH:47]=3)[C:44]([NH2:46])=[O:45])=[CH:37][CH:36]=[CH:35][N:34]=2)[NH:22][C:20](=[O:21])[CH2:19][N:11]2[CH:12]=[C:13]([C:15]([F:17])([F:18])[F:16])[N:14]=[C:10]2[CH2:9][OH:8])[CH:26]=[C:27]([F:32])[CH:28]=1. (2) Given the reactants [F:1][C:2]1[CH:17]=[C:16]([CH:18]=O)[CH:15]=[CH:14][C:3]=1[O:4][C:5]1[CH:6]=[CH:7][C:8]([C:11]([NH2:13])=[O:12])=[N:9][CH:10]=1.[CH:20]1([CH2:25][CH2:26][NH2:27])[CH2:24][CH2:23][CH2:22][CH2:21]1.[BH4-].[Na+], predict the reaction product. The product is: [CH:20]1([CH2:25][CH2:26][NH:27][CH2:18][C:16]2[CH:15]=[CH:14][C:3]([O:4][C:5]3[CH:6]=[CH:7][C:8]([C:11]([NH2:13])=[O:12])=[N:9][CH:10]=3)=[C:2]([F:1])[CH:17]=2)[CH2:24][CH2:23][CH2:22][CH2:21]1. (3) Given the reactants [C:1]([C:4]1[C:5](=[O:17])[O:6][C:7]2[CH:13]=[C:12]([N:14]([CH3:16])[CH3:15])[CH:11]=[CH:10][C:8]=2[CH:9]=1)(=O)[CH3:2].[C:18](#[N:22])[CH2:19][C:20]#[N:21], predict the reaction product. The product is: [CH3:15][N:14]([CH3:16])[C:12]1[CH:11]=[CH:10][C:8]2[CH:9]=[C:4]([C:1](=[C:19]([C:18]#[N:22])[C:20]#[N:21])[CH3:2])[C:5](=[O:17])[O:6][C:7]=2[CH:13]=1.